From a dataset of Forward reaction prediction with 1.9M reactions from USPTO patents (1976-2016). Predict the product of the given reaction. (1) Given the reactants Cl[C:2]1[CH:7]=[CH:6][C:5]([C:8]([F:11])([F:10])[F:9])=[CH:4][C:3]=1[N+:12]([O-:14])=[O:13].[SH:15][C:16]1[CH:21]=[CH:20][C:19]([NH:22][C:23](=[O:25])[CH3:24])=[CH:18][CH:17]=1.C([O-])([O-])=O.[K+].[K+], predict the reaction product. The product is: [N+:12]([C:3]1[CH:4]=[C:5]([C:8]([F:11])([F:10])[F:9])[CH:6]=[CH:7][C:2]=1[S:15][C:16]1[CH:17]=[CH:18][C:19]([NH:22][C:23](=[O:25])[CH3:24])=[CH:20][CH:21]=1)([O-:14])=[O:13]. (2) Given the reactants [OH:1][C:2]1[CH:19]=[CH:18][C:5]([O:6][C:7]2[C:15]([I:16])=[CH:14][C:10]([C:11](O)=[O:12])=[CH:9][C:8]=2[I:17])=[CH:4][CH:3]=1.B.C1COCC1, predict the reaction product. The product is: [OH:12][CH2:11][C:10]1[CH:9]=[C:8]([I:17])[C:7]([O:6][C:5]2[CH:18]=[CH:19][C:2]([OH:1])=[CH:3][CH:4]=2)=[C:15]([I:16])[CH:14]=1. (3) Given the reactants [CH3:1][O:2][C:3]1[CH:8]=[CH:7][C:6]([C:9]#[C:10][CH2:11][CH2:12][CH2:13][OH:14])=[CH:5][CH:4]=1.[H][H], predict the reaction product. The product is: [CH3:1][O:2][C:3]1[CH:8]=[CH:7][C:6]([CH2:9][CH2:10][CH2:11][CH2:12][CH2:13][OH:14])=[CH:5][CH:4]=1.